Dataset: Full USPTO retrosynthesis dataset with 1.9M reactions from patents (1976-2016). Task: Predict the reactants needed to synthesize the given product. (1) The reactants are: [CH3:1][O:2][C:3]1[CH:12]=[C:11]2[C:6]([CH2:7][CH2:8][CH:9]=[C:10]2[C:13]#[N:14])=[CH:5][CH:4]=1. Given the product [CH3:1][O:2][C:3]1[CH:12]=[C:11]2[C:6]([CH:7]=[CH:8][CH:9]=[C:10]2[C:13]#[N:14])=[CH:5][CH:4]=1, predict the reactants needed to synthesize it. (2) Given the product [BrH:1].[N+:11]([C:7]1[CH:6]=[C:5]([C:3]2[N:22]=[C:14]([C:15]3[CH:16]=[N:17][CH:18]=[CH:19][CH:20]=3)[S:21][CH:2]=2)[CH:10]=[CH:9][CH:8]=1)([O-:13])=[O:12], predict the reactants needed to synthesize it. The reactants are: [Br:1][CH2:2][C:3]([C:5]1[CH:10]=[CH:9][CH:8]=[C:7]([N+:11]([O-:13])=[O:12])[CH:6]=1)=O.[C:14]([NH2:22])(=[S:21])[C:15]1[CH:20]=[CH:19][CH:18]=[N:17][CH:16]=1. (3) Given the product [F:1][C:2]1[CH:7]=[C:6]([F:8])[CH:5]=[CH:4][C:3]=1[S:9]([NH:12][C:13]1[C:14]([O:28][CH3:29])=[N:15][CH:16]=[C:17]([C:19]2[CH:24]=[CH:23][N:22]3[N:25]=[CH:26][C:27]([I:30])=[C:21]3[N:20]=2)[CH:18]=1)(=[O:10])=[O:11], predict the reactants needed to synthesize it. The reactants are: [F:1][C:2]1[CH:7]=[C:6]([F:8])[CH:5]=[CH:4][C:3]=1[S:9]([NH:12][C:13]1[C:14]([O:28][CH3:29])=[N:15][CH:16]=[C:17]([C:19]2[CH:24]=[CH:23][N:22]3[N:25]=[CH:26][CH:27]=[C:21]3[N:20]=2)[CH:18]=1)(=[O:11])=[O:10].[I:30]N1C(=O)CCC1=O. (4) Given the product [F:38][C:39]1[CH:40]=[C:41]([NH:45][C:46]([NH:1][C:2]2[CH:7]=[C:6]([F:8])[C:5]([F:9])=[C:4]([C:10]([C:12]3[CH:13]=[C:14]4[C:19](=[CH:20][CH:21]=3)[N:18]=[CH:17][C:16]([N:22]3[CH2:27][CH2:26][O:25][CH2:24][CH2:23]3)=[N:15]4)=[O:11])[C:3]=2[F:28])=[O:47])[CH:42]=[CH:43][CH:44]=1, predict the reactants needed to synthesize it. The reactants are: [NH2:1][C:2]1[C:3]([F:28])=[C:4]([C:10]([C:12]2[CH:13]=[C:14]3[C:19](=[CH:20][CH:21]=2)[N:18]=[CH:17][C:16]([N:22]2[CH2:27][CH2:26][O:25][CH2:24][CH2:23]2)=[N:15]3)=[O:11])[C:5]([F:9])=[C:6]([F:8])[CH:7]=1.CCN(C(C)C)C(C)C.[F:38][C:39]1[CH:44]=[CH:43][CH:42]=[C:41]([N:45]=[C:46]=[O:47])[CH:40]=1. (5) The reactants are: Cl[C:2]1[CH:7]=[CH:6][C:5]([C:8]#[C:9][C:10]2[N:11]=[C:12]([CH3:15])[S:13][CH:14]=2)=[CH:4][N:3]=1.[CH3:16][C:17]1[CH:22]=[CH:21][CH:20]=[CH:19][C:18]=1B(O)O.C(=O)([O-])[O-].[K+].[K+]. Given the product [CH3:16][C:17]1[CH:22]=[CH:21][CH:20]=[CH:19][C:18]=1[C:2]1[CH:7]=[CH:6][C:5]([C:8]#[C:9][C:10]2[N:11]=[C:12]([CH3:15])[S:13][CH:14]=2)=[CH:4][N:3]=1, predict the reactants needed to synthesize it. (6) The reactants are: [Br:1][C:2]1[CH:15]=[C:14]2[C:5]([O:6][C:7]3[C:8]([F:19])=[CH:9][C:10]([O:17][CH3:18])=[CH:11][C:12]=3[C:13]2=[O:16])=[CH:4][CH:3]=1.[CH3:20][Mg]Cl. Given the product [Br:1][C:2]1[CH:15]=[C:14]2[C:5]([O:6][C:7]3[C:8]([F:19])=[CH:9][C:10]([O:17][CH3:18])=[CH:11][C:12]=3[C:13]2([CH3:20])[OH:16])=[CH:4][CH:3]=1, predict the reactants needed to synthesize it. (7) Given the product [CH3:10][C:7]1[CH:8]=[CH:9][C:4]([CH2:3][OH:2])=[CH:5][C:6]=1[S:11]([CH3:14])(=[O:13])=[O:12], predict the reactants needed to synthesize it. The reactants are: C[O:2][C:3](=O)[C:4]1[CH:9]=[CH:8][C:7]([CH3:10])=[C:6]([S:11]([CH3:14])(=[O:13])=[O:12])[CH:5]=1.[BH4-].[Na+]. (8) Given the product [CH2:5]([C:6]1[CH:7]=[CH:8][C:9]([Br:10])=[CH:26][C:25]=1[O:24][CH3:21])[CH:4]=[CH2:1], predict the reactants needed to synthesize it. The reactants are: [CH2:1]([C:4]1[C:9]([Br:10])=[CH:8][CH:7]=[CH:6][C:5]=1O)C=C.C(=O)([O-])[O-].[K+].[K+].CI.O.[C:21]([O:24][CH2:25][CH3:26])(=O)C. (9) Given the product [CH2:1]([C:5]12[CH2:17][CH2:16][C:15](=[O:18])[C:14]([C:19]3[CH:20]=[CH:21][C:22](/[CH:40]=[CH:41]/[C:42]([O:44][CH3:45])=[O:43])=[CH:23][CH:24]=3)=[C:13]1[C:12]1[C:7](=[CH:8][C:9]([O:33][CH3:34])=[CH:10][CH:11]=1)[CH2:6]2)[CH2:2][CH2:3][CH3:4], predict the reactants needed to synthesize it. The reactants are: [CH2:1]([C:5]12[CH2:17][CH2:16][C:15](=[O:18])[C:14]([C:19]3[CH:24]=[CH:23][C:22](OS(C(F)(F)F)(=O)=O)=[CH:21][CH:20]=3)=[C:13]1[C:12]1[C:7](=[CH:8][C:9]([O:33][CH3:34])=[CH:10][CH:11]=1)[CH2:6]2)[CH2:2][CH2:3][CH3:4].C([Sn](CCCC)(CCCC)/[CH:40]=[CH:41]/[C:42]([O:44][CH3:45])=[O:43])CCC.[Cl-].[Li+]. (10) Given the product [Cl:1][C:2]1[CH:7]=[CH:6][C:5]([N:8]2[C:12]([C:13]3[C:14]([F:21])=[CH:15][C:16]([F:20])=[CH:17][C:18]=3[F:19])=[C:11]([Cl:23])[N:10]=[C:9]2[CH3:22])=[CH:4][N:3]=1, predict the reactants needed to synthesize it. The reactants are: [Cl:1][C:2]1[CH:7]=[CH:6][C:5]([N:8]2[C:12]([C:13]3[C:18]([F:19])=[CH:17][C:16]([F:20])=[CH:15][C:14]=3[F:21])=[CH:11][N:10]=[C:9]2[CH3:22])=[CH:4][N:3]=1.[Cl:23]N1C(=O)CCC1=O.